From a dataset of Forward reaction prediction with 1.9M reactions from USPTO patents (1976-2016). Predict the product of the given reaction. (1) Given the reactants [C:1]([C:3]1[CH:4]=[C:5]([N:9]2[C:18]3[C:13](=[CH:14][CH:15]=[CH:16][N:17]=3)[C:12]([OH:19])=[CH:11][C:10]2=[O:20])[CH:6]=[CH:7][CH:8]=1)#[N:2].[H-].[Na+].[H][H].[C:25]1([CH2:31][C:32](Cl)=[O:33])[CH:30]=[CH:29][CH:28]=[CH:27][CH:26]=1.Cl, predict the reaction product. The product is: [C:1]([C:3]1[CH:4]=[C:5]([N:9]2[C:18]3[C:13](=[CH:14][CH:15]=[CH:16][N:17]=3)[C:12]([OH:19])=[C:11]([C:32](=[O:33])[CH2:31][C:25]3[CH:30]=[CH:29][CH:28]=[CH:27][CH:26]=3)[C:10]2=[O:20])[CH:6]=[CH:7][CH:8]=1)#[N:2]. (2) The product is: [CH:1]1([N:4]2[C:8]3[N:9]=[CH:10][N:11]=[CH:12][C:7]=3[C:6]([C:31]([C:30]3[CH:37]=[CH:38][N:39]=[C:28]([N:27]=[C:20]([C:14]4[CH:19]=[CH:18][CH:17]=[CH:16][CH:15]=4)[C:21]4[CH:26]=[CH:25][CH:24]=[CH:23][CH:22]=4)[CH:29]=3)=[O:32])=[CH:5]2)[CH2:3][CH2:2]1. Given the reactants [CH:1]1([N:4]2[C:8]3[N:9]=[CH:10][N:11]=[CH:12][C:7]=3[C:6](I)=[CH:5]2)[CH2:3][CH2:2]1.[C:14]1([C:20](=[N:27][C:28]2[CH:29]=[C:30]([CH:37]=[CH:38][N:39]=2)[C:31](N(OC)C)=[O:32])[C:21]2[CH:26]=[CH:25][CH:24]=[CH:23][CH:22]=2)[CH:19]=[CH:18][CH:17]=[CH:16][CH:15]=1, predict the reaction product. (3) Given the reactants [C:1]([C:3]1[CH:8]=[CH:7][CH:6]=[CH:5][C:4]=1[C:9]1[CH:14]=[CH:13][C:12]([CH2:15][C:16]2[C:17](=[O:37])[N:18]([C@H:28]3[CH2:33][CH2:32][C@H:31]([C:34](O)=[O:35])[CH2:30][CH2:29]3)[C:19]3[N:20]([N:25]=[CH:26][N:27]=3)[C:21]=2[CH2:22][CH2:23][CH3:24])=[CH:11][CH:10]=1)#[N:2].[C:38]([NH:41][NH2:42])(=[O:40])[CH3:39].ON1C2C=CC=CC=2N=N1.Cl.C(N=C=NCCCN(C)C)C, predict the reaction product. The product is: [C:38]([NH:41][NH:42][C:34]([C@H:31]1[CH2:30][CH2:29][C@H:28]([N:18]2[C:17](=[O:37])[C:16]([CH2:15][C:12]3[CH:13]=[CH:14][C:9]([C:4]4[CH:5]=[CH:6][CH:7]=[CH:8][C:3]=4[C:1]#[N:2])=[CH:10][CH:11]=3)=[C:21]([CH2:22][CH2:23][CH3:24])[N:20]3[N:25]=[CH:26][N:27]=[C:19]23)[CH2:33][CH2:32]1)=[O:35])(=[O:40])[CH3:39]. (4) The product is: [Br:1][C:2]1[CH:7]=[CH:6][C:5]([CH2:8][CH:9]2[O:14][CH2:13][CH2:12][O:10]2)=[CH:4][C:3]=1[Cl:11]. Given the reactants [Br:1][C:2]1[CH:7]=[CH:6][C:5]([CH2:8][CH:9]=[O:10])=[CH:4][C:3]=1[Cl:11].[CH2:12](O)[CH2:13][OH:14].C1(C)C=CC(S(O)(=O)=O)=CC=1.C(OCC)C, predict the reaction product. (5) The product is: [Cl:31][C:32]1[CH:39]=[CH:38][CH:37]=[CH:36][C:33]=1[CH2:34][N:9]1[C:10](=[O:23])[C:11]([C:14]([NH:16][CH2:17][C:18]([OH:20])=[O:19])=[O:15])=[C:12]([OH:13])[N:7]([CH:1]2[CH2:2][CH2:3][CH2:4][CH2:5][CH2:6]2)[C:8]1=[O:24]. Given the reactants [CH:1]1([N:7]2[C:12]([OH:13])=[C:11]([C:14]([NH:16][CH2:17][C:18]([O:20]CC)=[O:19])=[O:15])[C:10](=[O:23])[NH:9][C:8]2=[O:24])[CH2:6][CH2:5][CH2:4][CH2:3][CH2:2]1.C(=O)([O-])[O-].[K+].[K+].[Cl:31][C:32]1[CH:39]=[CH:38][CH:37]=[CH:36][C:33]=1[CH2:34]Br.Cl, predict the reaction product. (6) Given the reactants [NH:1]1[CH:5]=[C:4]([C:6]([O:8][CH2:9][CH3:10])=[O:7])[CH:3]=[N:2]1.CC(C)([O-])C.Br[CH2:17][C:18]1[CH:23]=[CH:22][C:21]([C:24]2[S:25][C:26]3[C:31]([N:32]=2)=[CH:30][CH:29]=[C:28]([C:33]2([C:36]4[CH:41]=[CH:40][CH:39]=[CH:38][CH:37]=4)[CH2:35][CH2:34]2)[N:27]=3)=[C:20]([F:42])[CH:19]=1, predict the reaction product. The product is: [F:42][C:20]1[CH:19]=[C:18]([CH:23]=[CH:22][C:21]=1[C:24]1[S:25][C:26]2[C:31]([N:32]=1)=[CH:30][CH:29]=[C:28]([C:33]1([C:36]3[CH:37]=[CH:38][CH:39]=[CH:40][CH:41]=3)[CH2:34][CH2:35]1)[N:27]=2)[CH2:17][N:1]1[CH:5]=[C:4]([C:6]([O:8][CH2:9][CH3:10])=[O:7])[CH:3]=[N:2]1.